Dataset: Tyrosyl-DNA phosphodiesterase HTS with 341,365 compounds. Task: Binary Classification. Given a drug SMILES string, predict its activity (active/inactive) in a high-throughput screening assay against a specified biological target. The drug is [O-]\[N+](N1CCCC1)=N/OC=C. The result is 0 (inactive).